This data is from Full USPTO retrosynthesis dataset with 1.9M reactions from patents (1976-2016). The task is: Predict the reactants needed to synthesize the given product. Given the product [CH2:1]([N:8]1[CH2:9][CH2:10][N:11]([CH2:12][C:13]2[CH:18]=[CH:17][CH:16]=[CH:15][CH:14]=2)[C:20]1=[NH:19])[C:2]1[CH:3]=[CH:4][CH:5]=[CH:6][CH:7]=1, predict the reactants needed to synthesize it. The reactants are: [CH2:1]([NH:8][CH2:9][CH2:10][NH:11][CH2:12][C:13]1[CH:18]=[CH:17][CH:16]=[CH:15][CH:14]=1)[C:2]1[CH:7]=[CH:6][CH:5]=[CH:4][CH:3]=1.[N:19]#[C:20]Br.